From a dataset of Full USPTO retrosynthesis dataset with 1.9M reactions from patents (1976-2016). Predict the reactants needed to synthesize the given product. (1) Given the product [CH:21]([N:24]1[CH2:29][CH2:28][N:27]([C:17]([C:14]2[CH:15]=[C:16]3[C:11](=[CH:12][CH:13]=2)[NH:10][CH:9]=[C:8]3[CH2:7][N:1]2[CH2:2][CH2:3][CH2:4][CH2:5][CH2:6]2)=[O:19])[CH2:26][CH2:25]1)([CH3:23])[CH3:22], predict the reactants needed to synthesize it. The reactants are: [N:1]1([CH2:7][C:8]2[C:16]3[C:11](=[CH:12][CH:13]=[C:14]([C:17]([O-:19])=O)[CH:15]=3)[NH:10][CH:9]=2)[CH2:6][CH2:5][CH2:4][CH2:3][CH2:2]1.[K+].[CH:21]([N:24]1[CH2:29][CH2:28][NH:27][CH2:26][CH2:25]1)([CH3:23])[CH3:22].C1C=CC2N(O)N=NC=2C=1.C(Cl)CCl. (2) Given the product [Br:10][C:11]1[CH:16]=[CH:15][C:14]([O:17][CH2:2][CH2:3][N:4]2[CH2:9][CH2:8][O:7][CH2:6][CH2:5]2)=[CH:13][CH:12]=1, predict the reactants needed to synthesize it. The reactants are: Cl[CH2:2][CH2:3][N:4]1[CH2:9][CH2:8][O:7][CH2:6][CH2:5]1.[Br:10][C:11]1[CH:16]=[CH:15][C:14]([OH:17])=[CH:13][CH:12]=1.C([O-])([O-])=O.[K+].[K+]. (3) Given the product [C:16]([O:5][CH2:4][C:3]1[CH:6]=[CH:7][CH:8]=[CH:9][C:2]=1[OH:1])(=[O:18])[CH3:17], predict the reactants needed to synthesize it. The reactants are: [OH:1][C:2]1[CH:9]=[CH:8][CH:7]=[CH:6][C:3]=1[CH2:4][OH:5].N1C=CC=CC=1.[C:16](Cl)(=[O:18])[CH3:17].[Cl-].[NH4+]. (4) Given the product [Br:25][C:26]1[CH:27]=[CH:28][C:29]([CH:32]([C:33]2[CH:34]=[C:35]([Cl:40])[CH:36]=[C:37]([Cl:39])[CH:38]=2)[N:21]2[CH2:20][CH2:19][N:18]([CH2:17][C:9]3[N:8]=[C:7]([NH:6][CH2:5][CH2:4][CH2:3][N:2]([CH3:1])[CH3:24])[C:16]4[C:11](=[CH:12][CH:13]=[CH:14][CH:15]=4)[N:10]=3)[CH2:23][CH2:22]2)=[N:30][CH:31]=1, predict the reactants needed to synthesize it. The reactants are: [CH3:1][N:2]([CH3:24])[CH2:3][CH2:4][CH2:5][NH:6][C:7]1[C:16]2[C:11](=[CH:12][CH:13]=[CH:14][CH:15]=2)[N:10]=[C:9]([CH2:17][N:18]2[CH2:23][CH2:22][NH:21][CH2:20][CH2:19]2)[N:8]=1.[Br:25][C:26]1[CH:27]=[CH:28][C:29]([CH:32](Cl)[C:33]2[CH:38]=[C:37]([Cl:39])[CH:36]=[C:35]([Cl:40])[CH:34]=2)=[N:30][CH:31]=1.C(=O)([O-])[O-].[K+].[K+].[I-].[K+].